From a dataset of Catalyst prediction with 721,799 reactions and 888 catalyst types from USPTO. Predict which catalyst facilitates the given reaction. (1) Reactant: N1C=CN=C1.[Si:6](Cl)([C:9]([CH3:12])([CH3:11])[CH3:10])([CH3:8])[CH3:7].[OH:14][C@@H:15]1[CH2:19][NH:18][C:17](=[O:20])[CH2:16]1. Product: [C:9]([Si:6]([CH3:8])([CH3:7])[O:14][C@@H:15]1[CH2:19][NH:18][C:17](=[O:20])[CH2:16]1)([CH3:12])([CH3:11])[CH3:10]. The catalyst class is: 33. (2) Reactant: [CH3:1][O:2][C:3]1[CH:4]=[C:5]([C:12]2[CH2:13][CH2:14][N:15](C(OC(C)(C)C)=O)[CH2:16][CH:17]=2)[CH:6]=[CH:7][C:8]=1[N+:9]([O-])=O.NC1C=CC=CC=1.Cl[C:33]1[N:41]=[C:40]2[C:36]([N:37]=[CH:38][N:39]2C2CCCCO2)=[C:35]([NH:48][CH:49]2[CH2:54][CH2:53][CH2:52][CH2:51][CH2:50]2)[N:34]=1. Product: [CH:49]1([NH:48][C:35]2[N:34]=[C:33]([NH:9][C:8]3[CH:7]=[CH:6][C:5]([CH:12]4[CH2:17][CH2:16][NH:15][CH2:14][CH2:13]4)=[CH:4][C:3]=3[O:2][CH3:1])[N:41]=[C:40]3[C:36]=2[N:37]=[CH:38][NH:39]3)[CH2:50][CH2:51][CH2:52][CH2:53][CH2:54]1. The catalyst class is: 19. (3) Reactant: [C:1]1([C:7]2[N:8]=[CH:9][NH:10][C:11]=2[C:12]([OH:14])=O)[CH:6]=[CH:5][CH:4]=[CH:3][CH:2]=1.[C:15]([C:17]1[CH:18]=[C:19]([N:23]2[CH2:28][CH2:27][NH:26][CH2:25][CH2:24]2)[CH:20]=[CH:21][CH:22]=1)#[N:16].Cl.CN(C)CCCN=C=NCC.O.ON1C2C=CC=CC=2N=N1. Product: [C:15]([C:17]1[CH:18]=[C:19]([N:23]2[CH2:28][CH2:27][N:26]([C:12]([C:11]3[NH:10][CH:9]=[N:8][C:7]=3[C:1]3[CH:2]=[CH:3][CH:4]=[CH:5][CH:6]=3)=[O:14])[CH2:25][CH2:24]2)[CH:20]=[CH:21][CH:22]=1)#[N:16]. The catalyst class is: 4. (4) Reactant: [CH2:1]([O:8][C:9]1[C:14](=[O:15])[N:13]=[C:12]([CH2:16][C:17]2[CH:22]=[CH:21][C:20]([Cl:23])=[CH:19][C:18]=2Br)[N:11]2[CH2:25][CH2:26][N:27]([CH:30]([CH3:32])[CH3:31])[C:28](=[O:29])[C:10]=12)[C:2]1[CH:7]=[CH:6][CH:5]=[CH:4][CH:3]=1.[N:33]1[CH:38]=[CH:37][C:36](B(O)O)=[CH:35][CH:34]=1.C(=O)([O-])[O-].[K+].[K+].C1(P(C2CCCCC2)C2C=CC=CC=2C2C(OC)=CC=CC=2OC)CCCCC1. Product: [CH2:1]([O:8][C:9]1[C:14](=[O:15])[N:13]=[C:12]([CH2:16][C:17]2[CH:22]=[CH:21][C:20]([Cl:23])=[CH:19][C:18]=2[C:36]2[CH:37]=[CH:38][N:33]=[CH:34][CH:35]=2)[N:11]2[CH2:25][CH2:26][N:27]([CH:30]([CH3:32])[CH3:31])[C:28](=[O:29])[C:10]=12)[C:2]1[CH:7]=[CH:6][CH:5]=[CH:4][CH:3]=1. The catalyst class is: 12. (5) Reactant: C1CCN2C(=NCCC2)CC1.[CH2:12]([O:14][C:15]([C:17]1[CH:18]=[N:19][N:20]([C:23]2[CH:28]=[CH:27][C:26]([Br:29])=[CH:25][CH:24]=2)[C:21]=1[NH2:22])=[O:16])[CH3:13].[CH:30]([S:33](Cl)(=[O:35])=[O:34])([CH3:32])[CH3:31].Cl. Product: [CH2:12]([O:14][C:15]([C:17]1[CH:18]=[N:19][N:20]([C:23]2[CH:24]=[CH:25][C:26]([Br:29])=[CH:27][CH:28]=2)[C:21]=1[NH:22][S:33]([CH:30]([CH3:32])[CH3:31])(=[O:35])=[O:34])=[O:16])[CH3:13]. The catalyst class is: 4. (6) Reactant: [CH:1]1([O:7][C:8]2[CH:13]=[C:12]([O:14][CH2:15][CH2:16][O:17][CH3:18])[CH:11]=[CH:10][C:9]=2/[CH:19]=[CH:20]/[C:21]([O:23][CH2:24][CH3:25])=[O:22])[CH2:6][CH2:5][CH2:4][CH2:3][CH2:2]1. Product: [CH:1]1([O:7][C:8]2[CH:13]=[C:12]([O:14][CH2:15][CH2:16][O:17][CH3:18])[CH:11]=[CH:10][C:9]=2[CH2:19][CH2:20][C:21]([O:23][CH2:24][CH3:25])=[O:22])[CH2:2][CH2:3][CH2:4][CH2:5][CH2:6]1. The catalyst class is: 481. (7) Reactant: [NH2:1][C:2]1[N:7]=[CH:6][N:5]=[C:4]2[N:8]([CH:12]([C:14]3[O:15][C:16]4[C:21]([C:22](=[O:31])[C:23]=3[C:24]3[CH:29]=[CH:28][CH:27]=[C:26]([F:30])[CH:25]=3)=[CH:20][CH:19]=[CH:18][CH:17]=4)[CH3:13])[N:9]=[C:10](I)[C:3]=12.C([N:39]1[CH:43]=[C:42](B2OC(C)(C)C(C)(C)O2)[CH:41]=[N:40]1)(OC(C)(C)C)=O.C(=O)([O-])[O-].[Na+].[Na+].ClCCl. Product: [NH2:1][C:2]1[N:7]=[CH:6][N:5]=[C:4]2[N:8]([CH:12]([C:14]3[O:15][C:16]4[C:21]([C:22](=[O:31])[C:23]=3[C:24]3[CH:29]=[CH:28][CH:27]=[C:26]([F:30])[CH:25]=3)=[CH:20][CH:19]=[CH:18][CH:17]=4)[CH3:13])[N:9]=[C:10]([C:42]3[CH:43]=[N:39][NH:40][CH:41]=3)[C:3]=12. The catalyst class is: 615.